Dataset: Reaction yield outcomes from USPTO patents with 853,638 reactions. Task: Predict the reaction yield, written as a fraction of the theoretical maximum amount of product (1.0 means a 100% yield; for example, 0.34 means a 34% yield). (1) The reactants are [CH3:1][C:2]1[C:16](=[O:17])[N:15]=[C:14]2[N:4]([C@@H:5]3[O:9][C@H:8]([CH2:10][OH:11])[C@@H:7]([OH:12])[C@@H:6]3[O:13]2)[CH:3]=1.[CH3:18][O:19][CH2:20][CH2:21][O:22]B([O:22][CH2:21][CH2:20][O:19][CH3:18])[O:22][CH2:21][CH2:20][O:19][CH3:18]. The catalyst is COCCO. The product is [CH3:18][O:19][CH2:20][CH2:21][O:22][C@@H:6]1[C@H:7]([OH:12])[C@@H:8]([CH2:10][OH:11])[O:9][C@H:5]1[N:4]1[CH:3]=[C:2]([CH3:1])[C:16](=[O:17])[NH:15][C:14]1=[O:13]. The yield is 0.630. (2) The reactants are [F:1][C:2]1[CH:7]=[C:6]([C@@H:8]([CH3:12])[C:9]([OH:11])=[O:10])[CH:5]=[CH:4][C:3]=1[C:13]1[CH:18]=[CH:17][CH:16]=[CH:15][CH:14]=1.[CH2:19]([NH2:26])[C:20]1[CH:25]=[CH:24][CH:23]=[CH:22][CH:21]=1. The catalyst is C(O)C. The product is [CH2:19]([NH2:26])[C:20]1[CH:25]=[CH:24][CH:23]=[CH:22][CH:21]=1.[F:1][C:2]1[CH:7]=[C:6]([C@@H:8]([CH3:12])[C:9]([OH:11])=[O:10])[CH:5]=[CH:4][C:3]=1[C:13]1[CH:14]=[CH:15][CH:16]=[CH:17][CH:18]=1. The yield is 0.600. (3) The reactants are [CH3:1][O:2][C:3]1[CH:8]=[CH:7][C:6]([C:9]2[S:13][C:12]([NH2:14])=[N:11][CH:10]=2)=[CH:5][CH:4]=1.[N:15]1([C:20](N2C=CN=C2)=[S:21])[CH:19]=[CH:18][N:17]=[CH:16]1. The catalyst is C(#N)C.O1CCCC1. The product is [CH3:1][O:2][C:3]1[CH:4]=[CH:5][C:6]([C:9]2[S:13][C:12]([NH:14][C:20]([N:15]3[CH:19]=[CH:18][N:17]=[CH:16]3)=[S:21])=[N:11][CH:10]=2)=[CH:7][CH:8]=1. The yield is 0.359.